Dataset: Forward reaction prediction with 1.9M reactions from USPTO patents (1976-2016). Task: Predict the product of the given reaction. (1) The product is: [F:1][C:2]1[CH:10]=[CH:9][CH:8]=[C:4]2[C:3]=1[CH:11]=[C:28]([CH:25]1[CH2:26][CH2:27][NH:22][CH2:23][CH2:24]1)[NH:29][C:5]2=[O:7]. Given the reactants [F:1][C:2]1[C:3]([CH3:11])=[C:4]([CH:8]=[CH:9][CH:10]=1)[C:5]([OH:7])=O.C(OC([N:22]1[CH2:27][CH2:26][CH:25]([C:28]#[N:29])[CH2:24][CH2:23]1)=O)C1C=CC=CC=1, predict the reaction product. (2) The product is: [Si:1]([O:8][CH2:9][CH2:10][O:11][C:12]1[CH:17]=[CH:16][C:15]([C:18]2[C:26]3[C:25](=[CH:30][CH:29]=[C:28]([Cl:31])[CH:27]=3)[CH:24]=[C:23]3[CH2:22][CH2:21][C:20](=[O:32])[C:19]=23)=[CH:14][CH:13]=1)([C:4]([CH3:6])([CH3:7])[CH3:5])([CH3:3])[CH3:2]. Given the reactants [Si:1]([O:8][CH2:9][CH2:10][O:11][C:12]1[CH:17]=[CH:16][C:15]([C:18]#[C:19][C:20](=[O:32])[CH2:21][CH2:22]/[CH:23]=[CH:24]/[C:25]2[CH:30]=[CH:29][C:28]([Cl:31])=[CH:27][CH:26]=2)=[CH:14][CH:13]=1)([C:4]([CH3:7])([CH3:6])[CH3:5])([CH3:3])[CH3:2].CCOC(C)=O.CCCCCC, predict the reaction product. (3) Given the reactants [Br:1][C:2]1[C:7]([O:8][CH3:9])=[CH:6][C:5]([C:10]2[O:11][CH:12]=[CH:13][CH:14]=2)=[CH:4][C:3]=1[O:15][CH3:16].CON(C)[C:20](=[O:36])[CH:21]([O:34][CH3:35])[C:22]1[CH:27]=[CH:26][C:25]([C:28]2[O:29][C:30]([CH3:33])=[N:31][N:32]=2)=[CH:24][CH:23]=1, predict the reaction product. The product is: [Br:1][C:2]1[C:7]([O:8][CH3:9])=[CH:6][C:5]([C:10]2[O:11][C:12]([C:20](=[O:36])[CH:21]([O:34][CH3:35])[C:22]3[CH:23]=[CH:24][C:25]([C:28]4[O:29][C:30]([CH3:33])=[N:31][N:32]=4)=[CH:26][CH:27]=3)=[CH:13][CH:14]=2)=[CH:4][C:3]=1[O:15][CH3:16]. (4) Given the reactants [Cl:1][C:2]1[CH:3]=[CH:4][C:5]([NH:8][C:9]([CH2:11][N:12]2[C:16]3[CH:17]=[C:18]([C:21]([OH:23])=[O:22])[CH:19]=[CH:20][C:15]=3[N:14]=[C:13]2[C:24](=[O:35])NC2CCN(C(C)C)CC2)=[O:10])=[N:6][CH:7]=1.CNCC[OH:40], predict the reaction product. The product is: [Cl:1][C:2]1[CH:3]=[CH:4][C:5]([NH:8][C:9]([CH2:11][N:12]2[C:16]3[CH:17]=[C:18]([C:21]([OH:23])=[O:22])[CH:19]=[CH:20][C:15]=3[N:14]=[C:13]2[C:24]([OH:35])=[O:40])=[O:10])=[N:6][CH:7]=1. (5) Given the reactants [CH2:1]([C:6]1[CH:13]=[CH:12][C:9]([CH2:10][NH2:11])=[CH:8][CH:7]=1)[CH2:2][CH2:3][CH2:4][CH3:5].Cl[CH2:15][C:16]1[S:17][CH:18]=[C:19]([C:21](Cl)=[O:22])[N:20]=1.[C:24]1(/[CH:30]=[CH:31]/[C:32](Cl)=[O:33])[CH:29]=[CH:28][CH:27]=[CH:26][CH:25]=1.C(O)(=O)C.[NH2:39][CH2:40][C:41]1[CH:53]=[CH:52][C:44]2[O:45]C(C)(C)[O:47][C:48](=[O:49])[C:43]=2[CH:42]=1, predict the reaction product. The product is: [OH:45][C:44]1[CH:52]=[CH:53][C:41]([CH2:40][N:39]([CH2:15][C:16]2[S:17][CH:18]=[C:19]([C:21]([NH:11][CH2:10][C:9]3[CH:12]=[CH:13][C:6]([CH2:1][CH2:2][CH2:3][CH2:4][CH3:5])=[CH:7][CH:8]=3)=[O:22])[N:20]=2)[C:32](=[O:33])/[CH:31]=[CH:30]/[C:24]2[CH:29]=[CH:28][CH:27]=[CH:26][CH:25]=2)=[CH:42][C:43]=1[C:48]([OH:49])=[O:47]. (6) Given the reactants C(OC([N:8]1[CH2:13][CH2:12][O:11][CH2:10][C@H:9]1[C:14](=[O:30])[NH:15][C:16]1[N:17]=[C:18]2[N:22]([CH:23]=1)[CH:21]=[C:20]([C:24]1[CH:29]=[CH:28][CH:27]=[CH:26][CH:25]=1)[S:19]2)=O)(C)(C)C.O1CCCC1.[ClH:36].[SiH](CC)(CC)CC, predict the reaction product. The product is: [ClH:36].[C:24]1([C:20]2[S:19][C:18]3=[N:17][C:16]([NH:15][C:14]([C@@H:9]4[CH2:10][O:11][CH2:12][CH2:13][NH:8]4)=[O:30])=[CH:23][N:22]3[CH:21]=2)[CH:25]=[CH:26][CH:27]=[CH:28][CH:29]=1. (7) Given the reactants [NH:1]1[CH2:6][CH2:5][NH:4][CH2:3][CH2:2]1.Cl[C:8]1[N:13]=[C:12]([O:14][CH3:15])[N:11]=[C:10]([O:16][CH3:17])[CH:9]=1, predict the reaction product. The product is: [CH3:15][O:14][C:12]1[N:11]=[C:10]([O:16][CH3:17])[CH:9]=[C:8]([N:1]2[CH2:6][CH2:5][NH:4][CH2:3][CH2:2]2)[N:13]=1.